From a dataset of Catalyst prediction with 721,799 reactions and 888 catalyst types from USPTO. Predict which catalyst facilitates the given reaction. (1) The catalyst class is: 23. Reactant: CC([O:5][C:6](=[O:36])[CH2:7][N:8]1[CH2:19][CH2:18][NH:17][CH2:16][CH2:15][N:14]([CH2:20][C:21]([O:23]C(C)(C)C)=[O:22])[CH2:13][CH2:12][N:11]([CH2:28][C:29]([O:31]C(C)(C)C)=[O:30])[CH2:10][CH2:9]1)(C)C.Br[CH2:38][CH2:39][CH2:40][CH2:41][CH2:42][CH2:43][CH2:44][CH2:45][CH2:46][CH2:47][CH2:48][CH2:49][CH2:50][CH2:51][CH2:52][CH2:53][CH2:54][CH3:55]. Product: [CH2:55]([N:17]1[CH2:16][CH2:15][N:14]([CH2:20][C:21]([OH:23])=[O:22])[CH2:13][CH2:12][N:11]([CH2:28][C:29]([OH:31])=[O:30])[CH2:10][CH2:9][N:8]([CH2:7][C:6]([OH:5])=[O:36])[CH2:19][CH2:18]1)[CH2:54][CH2:53][CH2:52][CH2:51][CH2:50][CH2:49][CH2:48][CH2:47][CH2:46][CH2:45][CH2:44][CH2:43][CH2:42][CH2:41][CH2:40][CH2:39][CH3:38]. (2) Reactant: BrN[C:3](=O)[CH2:4][CH2:5][C:6]([NH2:8])=O.N(C(C)(C)C#N)=N[C:12](C)(C)C#N.[N:22]1[CH:27]=C(C)C=C(C)[CH:23]=1. Product: [CH3:23][N:22]([C:6]1[CH:5]=[CH:4][CH:3]=[CH:12][N:8]=1)[CH3:27]. The catalyst class is: 53. (3) Reactant: [C:1]1([C@H:7]([NH:10][C:11]([C:13]2[CH:14]=[CH:15][N:16]3[CH2:21][CH2:20][O:19][CH2:18][C:17]=23)=[O:12])[CH2:8][CH3:9])[CH:6]=[CH:5][CH:4]=[CH:3][CH:2]=1.[Cl:22][C:23]([Cl:28])([Cl:27])[C:24](Cl)=[O:25]. Product: [C:1]1([C@H:7]([NH:10][C:11]([C:13]2[CH:14]=[C:15]([C:24](=[O:25])[C:23]([Cl:28])([Cl:27])[Cl:22])[N:16]3[CH2:21][CH2:20][O:19][CH2:18][C:17]=23)=[O:12])[CH2:8][CH3:9])[CH:6]=[CH:5][CH:4]=[CH:3][CH:2]=1. The catalyst class is: 4. (4) Reactant: Br[C:2]1[CH:3]=[C:4]2[C:10]([CH:11]=[O:12])=[N:9][N:8]([CH:13]3[CH2:18][CH2:17][CH2:16][CH2:15][O:14]3)[C:5]2=[N:6][CH:7]=1.[O-]P([O-])([O-])=O.[K+].[K+].[K+].[N:27]1[CH:32]=[CH:31][CH:30]=[C:29](B(O)O)[CH:28]=1. Product: [N:27]1[CH:32]=[CH:31][CH:30]=[C:29]([C:2]2[CH:3]=[C:4]3[C:10]([CH:11]=[O:12])=[N:9][N:8]([CH:13]4[CH2:18][CH2:17][CH2:16][CH2:15][O:14]4)[C:5]3=[N:6][CH:7]=2)[CH:28]=1. The catalyst class is: 339.